Dataset: NCI-60 drug combinations with 297,098 pairs across 59 cell lines. Task: Regression. Given two drug SMILES strings and cell line genomic features, predict the synergy score measuring deviation from expected non-interaction effect. Drug 1: CC1C(C(=O)NC(C(=O)N2CCCC2C(=O)N(CC(=O)N(C(C(=O)O1)C(C)C)C)C)C(C)C)NC(=O)C3=C4C(=C(C=C3)C)OC5=C(C(=O)C(=C(C5=N4)C(=O)NC6C(OC(=O)C(N(C(=O)CN(C(=O)C7CCCN7C(=O)C(NC6=O)C(C)C)C)C)C(C)C)C)N)C. Drug 2: C(=O)(N)NO. Cell line: SW-620. Synergy scores: CSS=12.7, Synergy_ZIP=0.515, Synergy_Bliss=0.686, Synergy_Loewe=-9.06, Synergy_HSA=2.09.